This data is from NCI-60 drug combinations with 297,098 pairs across 59 cell lines. The task is: Regression. Given two drug SMILES strings and cell line genomic features, predict the synergy score measuring deviation from expected non-interaction effect. (1) Drug 1: C1=NC2=C(N1)C(=S)N=C(N2)N. Drug 2: COC1=C2C(=CC3=C1OC=C3)C=CC(=O)O2. Cell line: UACC-257. Synergy scores: CSS=23.9, Synergy_ZIP=4.80, Synergy_Bliss=5.24, Synergy_Loewe=-8.18, Synergy_HSA=4.47. (2) Synergy scores: CSS=1.62, Synergy_ZIP=1.14, Synergy_Bliss=2.67, Synergy_Loewe=-3.64, Synergy_HSA=-1.99. Cell line: SK-MEL-5. Drug 1: CCN(CC)CCCC(C)NC1=C2C=C(C=CC2=NC3=C1C=CC(=C3)Cl)OC. Drug 2: COCCOC1=C(C=C2C(=C1)C(=NC=N2)NC3=CC=CC(=C3)C#C)OCCOC.Cl. (3) Drug 1: CC1C(C(CC(O1)OC2CC(CC3=C2C(=C4C(=C3O)C(=O)C5=C(C4=O)C(=CC=C5)OC)O)(C(=O)C)O)N)O.Cl. Drug 2: CN1C(=O)N2C=NC(=C2N=N1)C(=O)N. Cell line: SF-295. Synergy scores: CSS=37.8, Synergy_ZIP=0.477, Synergy_Bliss=7.94, Synergy_Loewe=-3.41, Synergy_HSA=9.45. (4) Drug 1: CC1=C(C=C(C=C1)C(=O)NC2=CC(=CC(=C2)C(F)(F)F)N3C=C(N=C3)C)NC4=NC=CC(=N4)C5=CN=CC=C5. Cell line: HS 578T. Synergy scores: CSS=-6.24, Synergy_ZIP=3.15, Synergy_Bliss=3.62, Synergy_Loewe=-8.18, Synergy_HSA=-5.33. Drug 2: C(CN)CNCCSP(=O)(O)O. (5) Drug 2: C(CCl)NC(=O)N(CCCl)N=O. Synergy scores: CSS=8.77, Synergy_ZIP=-2.24, Synergy_Bliss=0.179, Synergy_Loewe=2.51, Synergy_HSA=0.748. Drug 1: C1CC(C1)(C(=O)O)C(=O)O.[NH2-].[NH2-].[Pt+2]. Cell line: EKVX. (6) Synergy scores: CSS=7.86, Synergy_ZIP=-3.82, Synergy_Bliss=-3.56, Synergy_Loewe=-4.05, Synergy_HSA=-2.49. Drug 1: CNC(=O)C1=CC=CC=C1SC2=CC3=C(C=C2)C(=NN3)C=CC4=CC=CC=N4. Cell line: UACC62. Drug 2: C1=CC(=CC=C1CCC2=CNC3=C2C(=O)NC(=N3)N)C(=O)NC(CCC(=O)O)C(=O)O. (7) Drug 1: COC1=C(C=C2C(=C1)N=CN=C2NC3=CC(=C(C=C3)F)Cl)OCCCN4CCOCC4. Drug 2: CC1=C2C(C(=O)C3(C(CC4C(C3C(C(C2(C)C)(CC1OC(=O)C(C(C5=CC=CC=C5)NC(=O)OC(C)(C)C)O)O)OC(=O)C6=CC=CC=C6)(CO4)OC(=O)C)O)C)O. Cell line: OVCAR3. Synergy scores: CSS=68.0, Synergy_ZIP=4.31, Synergy_Bliss=3.38, Synergy_Loewe=7.32, Synergy_HSA=9.44. (8) Drug 1: CC1C(C(=O)NC(C(=O)N2CCCC2C(=O)N(CC(=O)N(C(C(=O)O1)C(C)C)C)C)C(C)C)NC(=O)C3=C4C(=C(C=C3)C)OC5=C(C(=O)C(=C(C5=N4)C(=O)NC6C(OC(=O)C(N(C(=O)CN(C(=O)C7CCCN7C(=O)C(NC6=O)C(C)C)C)C)C(C)C)C)N)C. Drug 2: CC1=C(C(CCC1)(C)C)C=CC(=CC=CC(=CC(=O)O)C)C. Cell line: ACHN. Synergy scores: CSS=39.7, Synergy_ZIP=3.73, Synergy_Bliss=4.92, Synergy_Loewe=-36.3, Synergy_HSA=9.59. (9) Drug 1: CCCS(=O)(=O)NC1=C(C(=C(C=C1)F)C(=O)C2=CNC3=C2C=C(C=N3)C4=CC=C(C=C4)Cl)F. Drug 2: CC1=CC=C(C=C1)C2=CC(=NN2C3=CC=C(C=C3)S(=O)(=O)N)C(F)(F)F. Cell line: IGROV1. Synergy scores: CSS=6.03, Synergy_ZIP=-2.55, Synergy_Bliss=2.53, Synergy_Loewe=2.58, Synergy_HSA=2.60. (10) Drug 1: CC(CN1CC(=O)NC(=O)C1)N2CC(=O)NC(=O)C2. Drug 2: C(CC(=O)O)C(=O)CN.Cl. Cell line: SF-268. Synergy scores: CSS=19.7, Synergy_ZIP=-7.08, Synergy_Bliss=-3.37, Synergy_Loewe=-1.48, Synergy_HSA=-1.17.